Dataset: Peptide-MHC class I binding affinity with 185,985 pairs from IEDB/IMGT. Task: Regression. Given a peptide amino acid sequence and an MHC pseudo amino acid sequence, predict their binding affinity value. This is MHC class I binding data. (1) The peptide sequence is SMNVAVIDK. The MHC is HLA-A03:01 with pseudo-sequence HLA-A03:01. The binding affinity (normalized) is 0. (2) The peptide sequence is RYDDGQSIY. The MHC is HLA-B35:01 with pseudo-sequence HLA-B35:01. The binding affinity (normalized) is 0.0847. (3) The peptide sequence is IMSIGFEAR. The MHC is HLA-A03:01 with pseudo-sequence HLA-A03:01. The binding affinity (normalized) is 0.214. (4) The peptide sequence is YTKFWYVNHTL. The MHC is Mamu-A01 with pseudo-sequence Mamu-A01. The binding affinity (normalized) is 0.611. (5) The peptide sequence is NAPEVAHPL. The MHC is Mamu-A01 with pseudo-sequence Mamu-A01. The binding affinity (normalized) is 0.605. (6) The peptide sequence is VYSFDESSF. The MHC is HLA-B18:01 with pseudo-sequence HLA-B18:01. The binding affinity (normalized) is 0.451. (7) The peptide sequence is NRDKTEAILQ. The MHC is H-2-Kb with pseudo-sequence H-2-Kb. The binding affinity (normalized) is 0.221.